Dataset: Reaction yield outcomes from USPTO patents with 853,638 reactions. Task: Predict the reaction yield, written as a fraction of the theoretical maximum amount of product (1.0 means a 100% yield; for example, 0.34 means a 34% yield). (1) The reactants are [CH2:1]([O:3][CH:4]=[CH:5][CH2:6][CH2:7][CH:8]1[CH2:13][CH:12]2[CH2:14][CH:9]1[CH:10]=[CH:11]2)[CH3:2].C(O)C[OH:17].C1(C)C=CC(S(O)(=O)=O)=CC=1.O.C(=O)(O)[O-].[Na+]. The catalyst is C1(C)C=CC=CC=1. The product is [CH:9]12[CH2:14][CH:12]([CH:11]=[CH:10]1)[CH2:13][CH:8]2[CH2:7][CH2:6][CH2:5][CH:4]1[O:17][CH2:2][CH2:1][O:3]1. The yield is 0.850. (2) The product is [C:8]([C:5]1[N:6]=[CH:7][C:2]([NH:1][C:10](=[O:16])[CH2:11][CH2:12][C:13]([OH:15])=[O:14])=[N:3][CH:4]=1)#[N:9]. The reactants are [NH2:1][C:2]1[N:3]=[CH:4][C:5]([C:8]#[N:9])=[N:6][CH:7]=1.[C:10]1(=[O:16])[O:15][C:13](=[O:14])[CH2:12][CH2:11]1. The yield is 0.710. The catalyst is O1CCCC1. (3) The reactants are [N:1]([C:4](N=[N+]=[N-])=[O:5])=[N+]=[N-].[C:9]([O:13][C:14](OC([O-])=O)=[O:15])([CH3:12])([CH3:11])[CH3:10]. The catalyst is CO.[OH-].[OH-].[Pd+2]. The product is [C:14]([C:4]([NH2:1])=[O:5])([O:13][C:9]([CH3:12])([CH3:11])[CH3:10])=[O:15]. The yield is 0.550. (4) The reactants are C[O:2][C:3](=[O:14])[CH:4](Br)[C:5]1[CH:10]=[CH:9][C:8]([Cl:11])=[C:7]([Cl:12])[CH:6]=1.[CH:15]1([SH:20])[CH2:19][CH2:18][CH2:17][CH2:16]1.[NH2:21][C:22]1[S:23][CH:24]=[CH:25][N:26]=1. The catalyst is C1COCC1. The product is [CH:15]1([S:20][CH:4]([C:5]2[CH:10]=[CH:9][C:8]([Cl:11])=[C:7]([Cl:12])[CH:6]=2)[C:3]([OH:2])=[O:14])[CH2:19][CH2:18][CH2:17][CH2:16]1.[CH:15]1([S:20][CH:4]([C:5]2[CH:10]=[CH:9][C:8]([Cl:11])=[C:7]([Cl:12])[CH:6]=2)[C:3]([NH:21][C:22]2[S:23][CH:24]=[CH:25][N:26]=2)=[O:14])[CH2:19][CH2:18][CH2:17][CH2:16]1. The yield is 0.750. (5) The reactants are [CH:1]1([CH2:4][O:5][NH:6][C:7]([C:9]2[C:25]([NH:26][C:27]3[CH:32]=[CH:31][C:30]([C:33]#[N:34])=[CH:29][C:28]=3[CH3:35])=[C:24]([F:36])[C:12]3[N:13]=[C:14](COCC[Si](C)(C)C)[NH:15][C:11]=3[CH:10]=2)=[O:8])[CH2:3][CH2:2]1.Cl.[OH-].[Na+]. The catalyst is CCO. The product is [CH:1]1([CH2:4][O:5][NH:6][C:7]([C:9]2[C:25]([NH:26][C:27]3[CH:32]=[CH:31][C:30]([C:33]#[N:34])=[CH:29][C:28]=3[CH3:35])=[C:24]([F:36])[C:12]3[N:13]=[CH:14][NH:15][C:11]=3[CH:10]=2)=[O:8])[CH2:3][CH2:2]1. The yield is 0.900. (6) The reactants are C([Mg]Cl)(C)C.Br[C:7]1[C:8]([O:15][CH3:16])=[N:9][CH:10]=[C:11]([Cl:14])[C:12]=1[CH3:13].[Cu]C#N.[Cl-].[Li+].[CH3:22][O:23][C:24]1[C:32]([O:33][CH3:34])=[C:31]([O:35][CH3:36])[CH:30]=[C:29]([CH3:37])[C:25]=1[C:26](Cl)=[O:27].COC1C(OC)=C(OC)C=C(C)C=1C(O)=O.S(Cl)(Cl)=O. No catalyst specified. The product is [CH3:22][O:23][C:24]1[C:32]([O:33][CH3:34])=[C:31]([O:35][CH3:36])[CH:30]=[C:29]([CH3:37])[C:25]=1[C:26]([C:7]1[C:8]([O:15][CH3:16])=[N:9][CH:10]=[C:11]([Cl:14])[C:12]=1[CH3:13])=[O:27]. The yield is 0.430. (7) The reactants are [C:1]([O:5][C:6](=[O:29])[NH:7][C:8]([C:10]1[S:11][C:12]([S:27][CH3:28])=[C:13]([S:15]([C:18]2[CH:23]=[CH:22][CH:21]=[C:20](B(O)O)[CH:19]=2)(=[O:17])=[O:16])[CH:14]=1)=[NH:9])([CH3:4])([CH3:3])[CH3:2].I[C:31]1[C:36]([CH3:37])=[CH:35][C:34]([N+:38]([O-:40])=[O:39])=[CH:33][N:32]=1.O. The catalyst is CN(C=O)C.C1C=CC([P]([Pd]([P](C2C=CC=CC=2)(C2C=CC=CC=2)C2C=CC=CC=2)([P](C2C=CC=CC=2)(C2C=CC=CC=2)C2C=CC=CC=2)[P](C2C=CC=CC=2)(C2C=CC=CC=2)C2C=CC=CC=2)(C2C=CC=CC=2)C2C=CC=CC=2)=CC=1. The product is [C:1]([O:5][C:6](=[O:29])[NH:7][C:8](=[NH:9])[C:10]1[S:11][C:12]([S:27][CH3:28])=[C:13]([S:15]([C:18]2[CH:23]=[CH:22][CH:21]=[C:20]([C:31]3[C:36]([CH3:37])=[CH:35][C:34]([N+:38]([O-:40])=[O:39])=[CH:33][N:32]=3)[CH:19]=2)(=[O:17])=[O:16])[CH:14]=1)([CH3:4])([CH3:3])[CH3:2]. The yield is 0.480. (8) The reactants are [S:1]1[C:5]([C:6](O)=[O:7])=[CH:4][CH:3]2[S:9][CH:10]=[CH:11][CH:2]12.C1C=C[C:15]2[N:20]([OH:21])N=NC=2C=1.[CH3:22]CN(C(C)C)C(C)C.CCN=C=NCCCN(C)C. The catalyst is CN(C=O)C.CCOC(C)=O. The product is [CH3:22][O:21][N:20]([CH3:15])[C:6]([C:5]1[S:1][CH:2]2[CH:11]=[CH:10][S:9][CH:3]2[CH:4]=1)=[O:7]. The yield is 0.800. (9) The reactants are Cl.C1(C(=[N:15][CH2:16][C:17]2([C:32]([NH:34][C:35]3[CH:40]=[CH:39][C:38]([CH3:41])=[CH:37][N:36]=3)=[O:33])[CH2:22][CH2:21][N:20]([C:23]3[C:24]4[CH:31]=[CH:30][NH:29][C:25]=4[N:26]=[CH:27][N:28]=3)[CH2:19][CH2:18]2)C2C=CC=CC=2)C=CC=CC=1. The catalyst is O1CCOCC1.O.CO. The product is [NH2:15][CH2:16][C:17]1([C:32]([NH:34][C:35]2[CH:40]=[CH:39][C:38]([CH3:41])=[CH:37][N:36]=2)=[O:33])[CH2:22][CH2:21][N:20]([C:23]2[C:24]3[CH:31]=[CH:30][NH:29][C:25]=3[N:26]=[CH:27][N:28]=2)[CH2:19][CH2:18]1. The yield is 0.734.